Dataset: Reaction yield outcomes from USPTO patents with 853,638 reactions. Task: Predict the reaction yield, written as a fraction of the theoretical maximum amount of product (1.0 means a 100% yield; for example, 0.34 means a 34% yield). (1) The reactants are [CH2:1]([C@H:8]1[O:10][C@@H:9]1[C:11]([OH:13])=O)[C:2]1[CH:7]=[CH:6][CH:5]=[CH:4][CH:3]=1.[CH:14]1([NH2:17])[CH2:16][CH2:15]1.Cl.C(N=C=NCCCN(C)C)C.C(=O)([O-])O.[Na+]. The catalyst is C(Cl)Cl.ClC1C=CC=CC=1. The product is [CH:14]1([NH:17][C:11]([C@@H:9]2[C@@H:8]([CH2:1][C:2]3[CH:3]=[CH:4][CH:5]=[CH:6][CH:7]=3)[O:10]2)=[O:13])[CH2:16][CH2:15]1. The yield is 0.620. (2) The reactants are [O:1]=[C:2]1[NH:7][CH:6]([C:8]2[CH:9]=[C:10]([CH:13]=[CH:14][CH:15]=2)[C:11]#[N:12])[C:5]([C:16]2[CH:21]=[CH:20][CH:19]=[CH:18][CH:17]=2)=[C:4]([C:22]2[CH:27]=[CH:26][CH:25]=[CH:24][CH:23]=2)[NH:3]1.[NH2:28][OH:29].Cl.C([O-])([O-])=O.[Na+].[Na+]. The catalyst is CO. The product is [OH:29][NH:28][C:11](=[NH:12])[C:10]1[CH:13]=[CH:14][CH:15]=[C:8]([CH:6]2[C:5]([C:16]3[CH:21]=[CH:20][CH:19]=[CH:18][CH:17]=3)=[C:4]([C:22]3[CH:23]=[CH:24][CH:25]=[CH:26][CH:27]=3)[NH:3][C:2](=[O:1])[NH:7]2)[CH:9]=1. The yield is 0.195.